The task is: Predict the product of the given reaction.. This data is from Forward reaction prediction with 1.9M reactions from USPTO patents (1976-2016). (1) Given the reactants [CH3:1][NH:2][C:3]1[C:4]2[C:15]([C:16]3[CH:21]=[CH:20][CH:19]=[CH:18][CH:17]=3)=[C:14]([C:22]3[CH:27]=[CH:26][C:25]([C:28]4([NH:32][C:33](=[O:39])[O:34][C:35]([CH3:38])([CH3:37])[CH3:36])[CH2:31][CH2:30][CH2:29]4)=[CH:24][CH:23]=3)[O:13][C:5]=2[N:6]=[C:7](S(C)(=O)=O)[N:8]=1.[NH2:40][CH2:41][CH2:42][OH:43].FC(F)(F)C1C=CC=CC=1, predict the reaction product. The product is: [OH:43][CH2:42][CH2:41][NH:40][C:7]1[N:8]=[C:3]([NH:2][CH3:1])[C:4]2[C:15]([C:16]3[CH:21]=[CH:20][CH:19]=[CH:18][CH:17]=3)=[C:14]([C:22]3[CH:23]=[CH:24][C:25]([C:28]4([NH:32][C:33](=[O:39])[O:34][C:35]([CH3:37])([CH3:38])[CH3:36])[CH2:29][CH2:30][CH2:31]4)=[CH:26][CH:27]=3)[O:13][C:5]=2[N:6]=1. (2) Given the reactants [NH2:1][C:2]1[O:3][CH2:4][C@:5]2([N:30]=1)[C:18]1[CH:17]=[C:16]([C:19]3[CH:20]=[N:21][CH:22]=[N:23][CH:24]=3)[CH:15]=[CH:14][C:13]=1[O:12][C:11]1[C:6]2=[CH:7][C:8]([O:25][CH2:26][C:27](=[O:29])[CH3:28])=[CH:9][CH:10]=1.[CH2:31]1COCC1.C[Mg]Cl, predict the reaction product. The product is: [NH2:1][C:2]1[O:3][CH2:4][C@@:5]2([N:30]=1)[C:6]1[CH:7]=[C:8]([O:25][CH2:26][C:27]([CH3:31])([OH:29])[CH3:28])[CH:9]=[CH:10][C:11]=1[O:12][C:13]1[C:18]2=[CH:17][C:16]([C:19]2[CH:24]=[N:23][CH:22]=[N:21][CH:20]=2)=[CH:15][CH:14]=1. (3) The product is: [Cl:1][C:2]1[N:7]=[C:6]([Cl:8])[C:5]([C:9]([OH:10])=[O:15])=[CH:4][N:3]=1. Given the reactants [Cl:1][C:2]1[N:7]=[C:6]([Cl:8])[C:5]([C:9](Cl)=[O:10])=[CH:4][N:3]=1.C1C[O:15]CC1, predict the reaction product. (4) Given the reactants [CH3:1][C:2]1[CH:3]=[CH:4][C:5](=[C:7]([CH3:9])[CH3:8])[CH:6]=1.[H-].[Al+3].[Li+].[H-].[H-].[H-].[NH4+].[Cl-], predict the reaction product. The product is: [CH:7]([C:5]1[CH:6]=[C:2]([CH3:1])[CH2:3][CH:4]=1)([CH3:9])[CH3:8]. (5) Given the reactants [CH3:1][N:2]([CH3:34])[C:3]([C:5]1[CH:6]=[C:7]([CH:12]2[CH:21]([C:22]3[N:23]([CH3:27])[CH:24]=[CH:25][N:26]=3)[C:20](=O)[C:19]3[C:18]([C:29]([O:31]CC)=O)=[CH:17][CH:16]=[CH:15][C:14]=3[NH:13]2)[CH:8]=[CH:9][C:10]=1[F:11])=[O:4].O.[NH2:36][NH2:37], predict the reaction product. The product is: [F:11][C:10]1[CH:9]=[CH:8][C:7]([CH:12]2[NH:13][C:14]3[C:19]4[C:20](=[N:36][NH:37][C:29](=[O:31])[C:18]=4[CH:17]=[CH:16][CH:15]=3)[CH:21]2[C:22]2[N:23]([CH3:27])[CH:24]=[CH:25][N:26]=2)=[CH:6][C:5]=1[C:3]([N:2]([CH3:1])[CH3:34])=[O:4]. (6) Given the reactants [NH:1]1[C:9]2[C:4](=[CH:5][CH:6]=[CH:7][CH:8]=2)[CH:3]=[CH:2]1.I[C:11]1[CH:16]=[CH:15][CH:14]=[C:13]([CH3:17])[CH:12]=1, predict the reaction product. The product is: [CH3:17][C:13]1[CH:12]=[C:11]([N:1]2[C:9]3[C:4](=[CH:5][CH:6]=[CH:7][CH:8]=3)[CH:3]=[CH:2]2)[CH:16]=[CH:15][CH:14]=1.